This data is from Peptide-MHC class I binding affinity with 185,985 pairs from IEDB/IMGT. The task is: Regression. Given a peptide amino acid sequence and an MHC pseudo amino acid sequence, predict their binding affinity value. This is MHC class I binding data. The peptide sequence is NMVADLWHA. The MHC is HLA-A26:01 with pseudo-sequence HLA-A26:01. The binding affinity (normalized) is 0.0847.